Task: Predict the reaction yield, written as a fraction of the theoretical maximum amount of product (1.0 means a 100% yield; for example, 0.34 means a 34% yield).. Dataset: Reaction yield outcomes from USPTO patents with 853,638 reactions (1) The reactants are CO[C:3]([C:5]1[NH:6][N:7]=[C:8]([O:10][CH2:11][C:12]2[C:13]([C:18]3[CH:23]=[CH:22][C:21]([F:24])=[CH:20][N:19]=3)=[N:14][O:15][C:16]=2[CH3:17])[CH:9]=1)=[O:4].[CH3:25][N:26]([CH3:28])[NH2:27]. No catalyst specified. The product is [CH3:25][N:26]([CH3:28])[NH:27][C:3]([C:5]1[NH:6][N:7]=[C:8]([O:10][CH2:11][C:12]2[C:13]([C:18]3[CH:23]=[CH:22][C:21]([F:24])=[CH:20][N:19]=3)=[N:14][O:15][C:16]=2[CH3:17])[CH:9]=1)=[O:4]. The yield is 0.600. (2) The product is [Cl:22][C:23]1[C:24]([F:39])=[C:25]([C:29]2[CH:37]=[CH:36][CH:35]=[C:34]3[C:30]=2[C:31](=[CH:20][C:3]2[NH:4][C:5]4[CH2:10][CH2:9][N:8]([CH2:11][CH2:12][N:13]5[CH2:14][CH2:15][O:16][CH2:17][CH2:18]5)[C:7](=[O:19])[C:6]=4[C:2]=2[CH3:1])[C:32](=[O:38])[NH:33]3)[CH:26]=[CH:27][CH:28]=1. The reactants are [CH3:1][C:2]1[C:6]2[C:7](=[O:19])[N:8]([CH2:11][CH2:12][N:13]3[CH2:18][CH2:17][O:16][CH2:15][CH2:14]3)[CH2:9][CH2:10][C:5]=2[NH:4][C:3]=1[CH:20]=O.[Cl:22][C:23]1[C:24]([F:39])=[C:25]([C:29]2[CH:37]=[CH:36][CH:35]=[C:34]3[C:30]=2[CH2:31][C:32](=[O:38])[NH:33]3)[CH:26]=[CH:27][CH:28]=1. No catalyst specified. The yield is 0.621.